Dataset: Full USPTO retrosynthesis dataset with 1.9M reactions from patents (1976-2016). Task: Predict the reactants needed to synthesize the given product. (1) Given the product [C:24]1([C:5]2[CH:6]=[C:7]([CH:8]3[CH2:13][CH2:12][NH:11][CH2:10][CH2:9]3)[C:2](=[O:1])[NH:3][N:4]=2)[CH:29]=[CH:28][CH:27]=[CH:26][CH:25]=1, predict the reactants needed to synthesize it. The reactants are: [O:1]=[C:2]1[C:7]([CH:8]2[CH2:13][CH2:12][N:11](C(OCC3C=CC=CC=3)=O)[CH2:10][CH2:9]2)=[CH:6][C:5]([C:24]2[CH:29]=[CH:28][CH:27]=[CH:26][CH:25]=2)=[N:4][NH:3]1. (2) Given the product [Br:21][C:22]1[CH:23]=[C:24]2[C:30](=[CH:19][C:3]3[NH:4][C:5]4[CH2:10][CH2:9][N:8]([CH2:11][CH2:12][N:13]5[CH2:14][CH2:15][CH2:16][CH2:17]5)[C:7](=[O:18])[C:6]=4[C:2]=3[CH3:1])[C:29](=[O:31])[NH:28][C:25]2=[N:26][CH:27]=1, predict the reactants needed to synthesize it. The reactants are: [CH3:1][C:2]1[C:6]2[C:7](=[O:18])[N:8]([CH2:11][CH2:12][N:13]3[CH2:17][CH2:16][CH2:15][CH2:14]3)[CH2:9][CH2:10][C:5]=2[NH:4][C:3]=1[CH:19]=O.[Br:21][C:22]1[CH:23]=[C:24]2[CH2:30][C:29](=[O:31])[NH:28][C:25]2=[N:26][CH:27]=1. (3) Given the product [Br:20][CH:11]1[CH2:12][C:7]([C:14]2[CH:19]=[CH:18][CH:17]=[CH:16][CH:15]=2)([C:1]2[CH:2]=[CH:3][CH:4]=[CH:5][CH:6]=2)[CH2:8][CH2:9][C:10]1=[O:13], predict the reactants needed to synthesize it. The reactants are: [C:1]1([C:7]2([C:14]3[CH:19]=[CH:18][CH:17]=[CH:16][CH:15]=3)[CH2:12][CH2:11][C:10](=[O:13])[CH2:9][CH2:8]2)[CH:6]=[CH:5][CH:4]=[CH:3][CH:2]=1.[Br:20]C1CC(C(C)C)CCC1=O.